This data is from Reaction yield outcomes from USPTO patents with 853,638 reactions. The task is: Predict the reaction yield, written as a fraction of the theoretical maximum amount of product (1.0 means a 100% yield; for example, 0.34 means a 34% yield). (1) The reactants are [CH:1]1([NH:4][C:5]2[O:6][C:7]([C:10]3[CH:11]=[C:12]4[C:16](=[CH:17][CH:18]=3)[N:15]([S:19]([C:22]3[CH:28]=[CH:27][C:25]([CH3:26])=[CH:24][CH:23]=3)(=[O:21])=[O:20])[CH:14]=[C:13]4B3OC(C)(C)C(C)(C)O3)=[N:8][N:9]=2)[CH2:3][CH2:2]1.Cl[C:39]1[CH:44]=[N:43][CH:42]=[C:41]([CH:45]2[CH2:47][CH2:46]2)[N:40]=1.C1(P(C2CCCCC2)C2C=CC=CC=2C2C(C(C)C)=CC(C(C)C)=CC=2C(C)C)CCCCC1.P([O-])([O-])([O-])=O.[K+].[K+].[K+]. The catalyst is C1C=CC(/C=C/C(/C=C/C2C=CC=CC=2)=O)=CC=1.C1C=CC(/C=C/C(/C=C/C2C=CC=CC=2)=O)=CC=1.C1C=CC(/C=C/C(/C=C/C2C=CC=CC=2)=O)=CC=1.[Pd].[Pd]. The product is [CH:1]1([NH:4][C:5]2[O:6][C:7]([C:10]3[CH:11]=[C:12]4[C:16](=[CH:17][CH:18]=3)[N:15]([S:19]([C:22]3[CH:23]=[CH:24][C:25]([CH3:26])=[CH:27][CH:28]=3)(=[O:20])=[O:21])[CH:14]=[C:13]4[C:39]3[CH:44]=[N:43][CH:42]=[C:41]([CH:45]4[CH2:47][CH2:46]4)[N:40]=3)=[N:8][N:9]=2)[CH2:3][CH2:2]1. The yield is 0.190. (2) The reactants are C(=O)(OCC(F)(F)C(F)(F)C(F)(F)C(F)F)OCC(F)(F)C(F)(F)C(F)(F)C(F)F.FC(F)(C(F)(F)C(F)(F)C(F)F)C[NH:34][C:35](=[O:62])[O:36][CH2:37][C:38]1[CH:43]=[CH:42][CH:41]=[C:40]([CH2:44][O:45][C:46](=[O:61])[NH:47]CC(F)(F)C(F)(F)C(F)(F)C(F)F)[CH:39]=1. No catalyst specified. The product is [C:46](=[O:61])([O:45][CH2:44][C:40]1[CH:41]=[CH:42][CH:43]=[C:38]([CH2:37][O:36][C:35](=[O:62])[NH2:34])[CH:39]=1)[NH2:47]. The yield is 0.985. (3) The reactants are [C:1]([NH:5][S:6]([C:9]1[S:10][CH:11]=[C:12]([C:14]([OH:16])=O)[N:13]=1)(=[O:8])=[O:7])([CH3:4])([CH3:3])[CH3:2].CN(C(ON1N=NC2C=CC=NC1=2)=[N+](C)C)C.F[P-](F)(F)(F)(F)F.CCN(C(C)C)C(C)C.[NH2:50][C:51]1[CH:56]=[CH:55][CH:54]=[C:53]([C:57]2[CH:62]=[CH:61][CH:60]=[CH:59][CH:58]=2)[C:52]=1[C:63]([NH2:65])=[O:64]. The catalyst is C(Cl)Cl. The product is [C:1]([NH:5][S:6]([C:9]1[S:10][CH:11]=[C:12]([C:14]([NH:50][C:51]2[C:52]([C:63](=[O:64])[NH2:65])=[C:53]([C:57]3[CH:62]=[CH:61][CH:60]=[CH:59][CH:58]=3)[CH:54]=[CH:55][CH:56]=2)=[O:16])[N:13]=1)(=[O:7])=[O:8])([CH3:2])([CH3:3])[CH3:4]. The yield is 0.170. (4) The reactants are C([O:3][C:4](=[O:35])[CH2:5][CH:6]([C:29]1[CH:34]=[CH:33][CH:32]=[CH:31][CH:30]=1)[N:7]1[C:15]2[C:10](=[CH:11][C:12]([CH2:16][CH2:17][CH2:18][C:19]3[CH:28]=[CH:27][C:26]4[CH2:25][CH2:24][CH2:23][NH:22][C:21]=4[N:20]=3)=[CH:13][CH:14]=2)[CH:9]=[CH:8]1)C.[OH-].[Na+].Cl. The catalyst is C1COCC1.O. The product is [C:29]1([CH:6]([N:7]2[C:15]3[C:10](=[CH:11][C:12]([CH2:16][CH2:17][CH2:18][C:19]4[CH:28]=[CH:27][C:26]5[CH2:25][CH2:24][CH2:23][NH:22][C:21]=5[N:20]=4)=[CH:13][CH:14]=3)[CH:9]=[CH:8]2)[CH2:5][C:4]([OH:35])=[O:3])[CH:30]=[CH:31][CH:32]=[CH:33][CH:34]=1. The yield is 0.150.